This data is from NCI-60 drug combinations with 297,098 pairs across 59 cell lines. The task is: Regression. Given two drug SMILES strings and cell line genomic features, predict the synergy score measuring deviation from expected non-interaction effect. (1) Drug 1: CC12CCC(CC1=CCC3C2CCC4(C3CC=C4C5=CN=CC=C5)C)O. Drug 2: C1CCN(CC1)CCOC2=CC=C(C=C2)C(=O)C3=C(SC4=C3C=CC(=C4)O)C5=CC=C(C=C5)O. Cell line: U251. Synergy scores: CSS=7.61, Synergy_ZIP=-2.49, Synergy_Bliss=0.418, Synergy_Loewe=0.682, Synergy_HSA=0.503. (2) Drug 1: C1C(C(OC1N2C=NC3=C(N=C(N=C32)Cl)N)CO)O. Drug 2: C1CCC(C(C1)N)N.C(=O)(C(=O)[O-])[O-].[Pt+4]. Cell line: CCRF-CEM. Synergy scores: CSS=84.4, Synergy_ZIP=2.63, Synergy_Bliss=2.44, Synergy_Loewe=3.74, Synergy_HSA=6.31. (3) Drug 1: C1CNP(=O)(OC1)N(CCCl)CCCl. Drug 2: CC12CCC3C(C1CCC2OP(=O)(O)O)CCC4=C3C=CC(=C4)OC(=O)N(CCCl)CCCl.[Na+]. Cell line: IGROV1. Synergy scores: CSS=0.776, Synergy_ZIP=-0.276, Synergy_Bliss=-0.581, Synergy_Loewe=-8.27, Synergy_HSA=-5.54. (4) Drug 2: C1CCC(CC1)NC(=O)N(CCCl)N=O. Cell line: HCT-15. Drug 1: CC1OCC2C(O1)C(C(C(O2)OC3C4COC(=O)C4C(C5=CC6=C(C=C35)OCO6)C7=CC(=C(C(=C7)OC)O)OC)O)O. Synergy scores: CSS=53.2, Synergy_ZIP=-7.87, Synergy_Bliss=-3.76, Synergy_Loewe=-10.2, Synergy_HSA=-2.14. (5) Drug 1: C1=CC=C(C(=C1)C(C2=CC=C(C=C2)Cl)C(Cl)Cl)Cl. Drug 2: CC1C(C(CC(O1)OC2CC(CC3=C2C(=C4C(=C3O)C(=O)C5=C(C4=O)C(=CC=C5)OC)O)(C(=O)CO)O)N)O.Cl. Cell line: ACHN. Synergy scores: CSS=53.9, Synergy_ZIP=-5.71, Synergy_Bliss=-5.24, Synergy_Loewe=-2.59, Synergy_HSA=-1.19. (6) Drug 1: C1=CC(=CC=C1CC(C(=O)O)N)N(CCCl)CCCl.Cl. Drug 2: CCCCCOC(=O)NC1=NC(=O)N(C=C1F)C2C(C(C(O2)C)O)O. Cell line: SN12C. Synergy scores: CSS=9.02, Synergy_ZIP=-5.71, Synergy_Bliss=0.694, Synergy_Loewe=-8.29, Synergy_HSA=0.0520. (7) Drug 1: COC1=CC(=CC(=C1O)OC)C2C3C(COC3=O)C(C4=CC5=C(C=C24)OCO5)OC6C(C(C7C(O6)COC(O7)C8=CC=CS8)O)O. Drug 2: C1=CC(=CC=C1CCCC(=O)O)N(CCCl)CCCl. Cell line: SF-539. Synergy scores: CSS=53.2, Synergy_ZIP=-9.83, Synergy_Bliss=-5.05, Synergy_Loewe=-15.0, Synergy_HSA=-0.935.